Task: Predict which catalyst facilitates the given reaction.. Dataset: Catalyst prediction with 721,799 reactions and 888 catalyst types from USPTO (1) Reactant: [F:1][C:2]1[C:6]([C:7]2[CH:8]=[N:9][CH:10]=[CH:11][CH:12]=2)=[N:5][S:4][N:3]=1.[CH3:13]I. Product: [F:1][C:2]1[C:6]([C:7]2[CH2:8][N:9]([CH3:13])[CH2:10][CH2:11][CH:12]=2)=[N:5][S:4][N:3]=1. The catalyst class is: 21. (2) Reactant: C=C[C@@H]1[C@@H]2C[C@H]([C@@H:11]([OH:22])[C:12]3C=CN=C4C=CC=CC=34)N(CC2)C1.N1C=CC=CC=1.[CH3:29][NH:30][C:31]([C:33]1[CH:42]=[CH:41][C:40]2[C:35](=[CH:36][CH:37]=[C:38]([C:43]([C:45]3[N:46]=[CH:47][N:48]([C:50]([C:63]4[CH:68]=[CH:67][CH:66]=[CH:65][CH:64]=4)([C:57]4[CH:62]=[CH:61][CH:60]=[CH:59][CH:58]=4)[C:51]4[CH:56]=[CH:55][CH:54]=[CH:53][CH:52]=4)[CH:49]=3)=[O:44])[CH:39]=2)[CH:34]=1)=[O:32].Cl.C[O:71][CH:72]1CCC[CH2:73]1. Product: [OH:44][C@@:43]([C:38]1[CH:37]=[CH:36][C:35]2[C:40](=[CH:41][CH:42]=[C:33]([C:31]([NH:30][CH3:29])=[O:32])[CH:34]=2)[CH:39]=1)([C:45]1[N:46]=[CH:47][N:48]([C:50]([C:51]2[CH:56]=[CH:55][CH:54]=[CH:53][CH:52]=2)([C:57]2[CH:58]=[CH:59][CH:60]=[CH:61][CH:62]=2)[C:63]2[CH:68]=[CH:67][CH:66]=[CH:65][CH:64]=2)[CH:49]=1)[CH2:73][C:72]([O:22][CH2:11][CH3:12])=[O:71]. The catalyst class is: 476. (3) Reactant: [F:1][C:2]1[CH:3]=[C:4]2[C:8](=[CH:9][CH:10]=1)[CH2:7][C:6]([NH:14][C:15](=[O:26])[C:16]1[CH:21]=[CH:20][CH:19]=[C:18]([CH3:22])[C:17]=1/[CH:23]=[CH:24]/[CH3:25])([C:11]([OH:13])=[O:12])[CH2:5]2.[CH3:27]CO. Product: [F:1][C:2]1[CH:3]=[C:4]2[C:8](=[CH:9][CH:10]=1)[CH2:7][C:6]([NH:14][C:15](=[O:26])[C:16]1[CH:21]=[CH:20][CH:19]=[C:18]([CH3:22])[C:17]=1[CH2:23][CH:24]([CH3:27])[CH3:25])([C:11]([OH:13])=[O:12])[CH2:5]2. The catalyst class is: 45. (4) Reactant: [Cl:1][C:2]1[CH:3]=[CH:4][C:5]2[N:11]3[CH:12]=[CH:13][CH:14]=[C:10]3[C@@H:9]([CH2:15][C:16](O)=[O:17])[S:8][C@H:7]([C:19]3[CH:24]=[CH:23][CH:22]=[C:21]([O:25][CH3:26])[C:20]=3[O:27][CH3:28])[C:6]=2[CH:29]=1.C([CH:32]([CH:36]1[CH2:41][CH2:40][NH:39][CH2:38][CH2:37]1)[C:33]([OH:35])=[O:34])C.Cl.[CH2:43](N=C=NCCCN(C)C)[CH3:44].ON1C2C=CC=CC=2N=N1. Product: [Cl:1][C:2]1[CH:3]=[CH:4][C:5]2[N:11]3[CH:12]=[CH:13][CH:14]=[C:10]3[C@@H:9]([CH2:15][C:16]([N:39]3[CH2:38][CH2:37][CH:36]([CH2:32][C:33]([O:35][CH2:43][CH3:44])=[O:34])[CH2:41][CH2:40]3)=[O:17])[S:8][C@H:7]([C:19]3[CH:24]=[CH:23][CH:22]=[C:21]([O:25][CH3:26])[C:20]=3[O:27][CH3:28])[C:6]=2[CH:29]=1. The catalyst class is: 4. (5) Reactant: C(=O)([O-])[O-].[Na+].[Na+].F[C:8](F)(F)[S:9]([O-])(=O)=O.C(B(CC)[C:18]1[CH:19]=[N:20][CH:21]=[CH:22][CH:23]=1)C.C(O[CH2:29][CH3:30])C. Product: [N:20]1[CH:21]=[CH:22][CH:23]=[C:18]([C:19]2[CH:18]=[CH:23][C:22]3[C:21]([C:18]4[CH:19]=[N:20][CH:21]=[CH:22][CH:23]=4)=[CH:8][S:9][C:29]=3[CH:30]=2)[CH:19]=1. The catalyst class is: 1.